Dataset: Full USPTO retrosynthesis dataset with 1.9M reactions from patents (1976-2016). Task: Predict the reactants needed to synthesize the given product. (1) Given the product [Cl:1][C:2]1[C:11](/[CH:12]=[C:19](/[C:18]2[CH:22]=[CH:23][C:24]([O:25][CH3:26])=[C:16]([O:15][CH3:14])[CH:17]=2)\[C:20]#[N:21])=[CH:10][C:9]2[C:4](=[CH:5][CH:6]=[CH:7][CH:8]=2)[N:3]=1, predict the reactants needed to synthesize it. The reactants are: [Cl:1][C:2]1[C:11]([CH:12]=O)=[CH:10][C:9]2[C:4](=[CH:5][CH:6]=[CH:7][CH:8]=2)[N:3]=1.[CH3:14][O:15][C:16]1[CH:17]=[C:18]([CH:22]=[CH:23][C:24]=1[O:25][CH3:26])[CH2:19][C:20]#[N:21]. (2) The reactants are: [CH2:1]([S:3][C:4]1[N:5]([C:14]2[CH:19]=[CH:18][C:17]([O:20][CH2:21][C:22]([F:28])([F:27])[C:23]([F:26])([F:25])[F:24])=[CH:16][CH:15]=2)[C:6](=[O:13])[C:7]2[CH:12]=[CH:11][NH:10][C:8]=2[N:9]=1)[CH3:2].C(O)(=[O:31])C.C(O)(=O)C.I(C1C=CC=CC=1)=O. Given the product [CH2:1]([S:3][C:4]1[N:5]([C:14]2[CH:15]=[CH:16][C:17]([O:20][CH2:21][C:22]([F:27])([F:28])[C:23]([F:24])([F:25])[F:26])=[CH:18][CH:19]=2)[C:6](=[O:13])[C:7]2[CH2:12][C:11](=[O:31])[NH:10][C:8]=2[N:9]=1)[CH3:2], predict the reactants needed to synthesize it. (3) Given the product [F:27][C:28]1[CH:33]=[CH:32][C:31]([O:24][C:2]2[CH:3]=[CH:4][CH:5]=[CH:6][C:1]=2[CH2:7][CH:9]2[CH2:14][CH2:13][NH:12][CH2:11][CH2:10]2)=[CH:30][CH:29]=1, predict the reactants needed to synthesize it. The reactants are: [C:1]1([CH:7]([CH:9]2[CH2:14][CH2:13][NH:12][CH2:11][CH2:10]2)O)[CH:6]=[CH:5][CH:4]=[CH:3][CH:2]=1.[H-].[Na+].C([O-])(=[O:24])C1C=CC=CC=1.[K+].[F:27][C:28]1[CH:33]=[CH:32][C:31](F)=[CH:30][CH:29]=1.[Na+].[Cl-].Cl. (4) Given the product [CH:27]1([N:5]2[C:6]3[C:11](=[CH:10][CH:9]=[C:8]([C:12]4[N:16]([C:17]5[CH:22]=[CH:21][C:20]([S:23]([CH3:26])(=[O:25])=[O:24])=[CH:19][CH:18]=5)[N:15]=[CH:14][CH:13]=4)[CH:7]=3)[C:3]([CH2:1][CH3:2])=[N:4]2)[CH2:29][CH2:28]1, predict the reactants needed to synthesize it. The reactants are: [CH2:1]([C:3]1[C:11]2[C:6](=[CH:7][C:8]([C:12]3[N:16]([C:17]4[CH:22]=[CH:21][C:20]([S:23]([CH3:26])(=[O:25])=[O:24])=[CH:19][CH:18]=4)[N:15]=[CH:14][CH:13]=3)=[CH:9][CH:10]=2)[NH:5][N:4]=1)[CH3:2].[CH:27]1(B(O)O)[CH2:29][CH2:28]1.C(N(CC)CC)C.N1C=CC=CC=1. (5) Given the product [F:26][C:27]1[CH:28]=[C:29]([NH:30][C:2]2[C:11]3=[N:12][NH:13][CH:14]=[C:10]3[C:9]3[CH:8]=[C:7]([O:24][CH3:25])[CH:6]=[CH:5][C:4]=3[N:3]=2)[CH:31]=[CH:32][C:33]=1[F:34], predict the reactants needed to synthesize it. The reactants are: Cl[C:2]1[C:11]2=[N:12][N:13](CC3C=CC(OC)=CC=3)[CH:14]=[C:10]2[C:9]2[CH:8]=[C:7]([O:24][CH3:25])[CH:6]=[CH:5][C:4]=2[N:3]=1.[F:26][C:27]1[CH:28]=[C:29]([CH:31]=[CH:32][C:33]=1[F:34])[NH2:30].Cl.